Dataset: Reaction yield outcomes from USPTO patents with 853,638 reactions. Task: Predict the reaction yield, written as a fraction of the theoretical maximum amount of product (1.0 means a 100% yield; for example, 0.34 means a 34% yield). (1) The product is [NH:1]1[CH:5]=[C:4]([C:13]#[N:14])[CH:3]=[C:2]1[C:11]#[N:10]. The yield is 0.730. The catalyst is C(#N)C.CCOC(C)=O. The reactants are [NH:1]1[CH:5]=[CH:4][CH:3]=[CH:2]1.ClS([N:10]=[C:11]=O)(=O)=O.[CH3:13][N:14](C=O)C.[OH-].[Na+]. (2) The reactants are [CH3:1][CH:2]([CH3:30])[CH2:3][C@H:4]([NH:22][C:23](=[O:29])[O:24]C(C)(C)C)[CH2:5][O:6][C:7]1[CH:8]=[CH:9][C:10]2[C:20]3[C:15](=[CH:16][N:17]=[C:18]([CH3:21])[CH:19]=3)[CH2:14][O:13][C:11]=2[CH:12]=1.Cl.O1CCOC[CH2:33]1. The catalyst is CO.C(#N)C. The product is [C:23]([O-:24])(=[O:29])[CH3:33].[NH4+:17].[CH3:1][CH:2]([CH3:30])[CH2:3][C@H:4]([NH2:22])[CH2:5][O:6][C:7]1[CH:8]=[CH:9][C:10]2[C:20]3[C:15](=[CH:16][N:17]=[C:18]([CH3:21])[CH:19]=3)[CH2:14][O:13][C:11]=2[CH:12]=1. The yield is 0.00100.